This data is from Reaction yield outcomes from USPTO patents with 853,638 reactions. The task is: Predict the reaction yield, written as a fraction of the theoretical maximum amount of product (1.0 means a 100% yield; for example, 0.34 means a 34% yield). (1) The reactants are C(OC(=O)[NH:7][C@H:8]([C:19](=[S:21])[NH2:20])[CH2:9][C:10]1[CH:15]=[CH:14][C:13]([N+:16]([O-:18])=[O:17])=[CH:12][CH:11]=1)(C)(C)C.Br[CH2:24][C:25](=O)[CH2:26][CH3:27].C(OCC)C. The catalyst is CC#N. The product is [CH2:26]([C:25]1[N:20]=[C:19]([C@@H:8]([NH2:7])[CH2:9][C:10]2[CH:11]=[CH:12][C:13]([N+:16]([O-:18])=[O:17])=[CH:14][CH:15]=2)[S:21][CH:24]=1)[CH3:27]. The yield is 0.900. (2) The reactants are Cl[C:2]1[N:7]=[C:6]([C:8]2[CH:20]=[CH:19][C:11]3[N:12]=[C:13]([NH:15][C:16](=[O:18])[CH3:17])[S:14][C:10]=3[CH:9]=2)[CH:5]=[CH:4][N:3]=1.C([N:24]([CH:27]([CH3:29])[CH3:28])[CH2:25][CH3:26])(C)C.CS(C)=O. The catalyst is O. The product is [C:9]1([CH3:10])[CH:8]=[CH:6][CH:5]=[CH:4][C:29]=1[CH:27]1[CH2:28][CH2:26][CH2:25][N:24]1[C:2]1[N:7]=[C:6]([C:8]2[CH:20]=[CH:19][C:11]3[N:12]=[C:13]([NH:15][C:16](=[O:18])[CH3:17])[S:14][C:10]=3[CH:9]=2)[CH:5]=[CH:4][N:3]=1. The yield is 0.460.